This data is from TCR-epitope binding with 47,182 pairs between 192 epitopes and 23,139 TCRs. The task is: Binary Classification. Given a T-cell receptor sequence (or CDR3 region) and an epitope sequence, predict whether binding occurs between them. (1) The epitope is RLFRKSNLK. The TCR CDR3 sequence is CASSQDWRAPDTQYF. Result: 1 (the TCR binds to the epitope). (2) The epitope is RLRPGGKKK. The TCR CDR3 sequence is CASPGAPKPPLWIYNEQFF. Result: 0 (the TCR does not bind to the epitope). (3) The epitope is KAFSPEVIPMF. The TCR CDR3 sequence is CSVKGQGDTELFF. Result: 1 (the TCR binds to the epitope). (4) The epitope is KLNVGDYFV. The TCR CDR3 sequence is CSARGYNEQFF. Result: 1 (the TCR binds to the epitope). (5) The epitope is FVDGVPFVV. The TCR CDR3 sequence is CSALYPLAGPGNEQFF. Result: 0 (the TCR does not bind to the epitope).